From a dataset of Forward reaction prediction with 1.9M reactions from USPTO patents (1976-2016). Predict the product of the given reaction. (1) Given the reactants [F:1][C:2]1([F:18])[CH2:17][C:6]2[S:7][C:8]([NH2:16])=[C:9]([C:10]3[S:14][N:13]=[C:12]([CH3:15])[N:11]=3)[C:5]=2[CH2:4][CH2:3]1.[CH:19]12[CH2:26][CH2:25][CH:22]([CH2:23][CH2:24]1)[C:21]1[C:27]([O:29][C:30](=[O:31])[C:20]2=1)=[O:28], predict the reaction product. The product is: [F:18][C:2]1([F:1])[CH2:17][C:6]2[S:7][C:8]([NH:16][C:30]([C:20]3[CH:19]4[CH2:26][CH2:25][CH:22]([CH2:23][CH2:24]4)[C:21]=3[C:27]([OH:29])=[O:28])=[O:31])=[C:9]([C:10]3[S:14][N:13]=[C:12]([CH3:15])[N:11]=3)[C:5]=2[CH2:4][CH2:3]1. (2) Given the reactants C([N:8](CC1C=CC=CC=1)[C@H:9]1[CH2:14][CH2:13][C@@H:12]([C:15]2[N:19]3[C:20]4[CH:26]=[CH:25][NH:24][C:21]=4[N:22]=[CH:23][C:18]3=[N:17][CH:16]=2)[CH2:11][CH2:10]1)C1C=CC=CC=1, predict the reaction product. The product is: [CH:26]1[C:20]2[N:19]3[C:15]([C@@H:12]4[CH2:11][CH2:10][C@H:9]([NH2:8])[CH2:14][CH2:13]4)=[CH:16][N:17]=[C:18]3[CH:23]=[N:22][C:21]=2[NH:24][CH:25]=1.